The task is: Predict the reactants needed to synthesize the given product.. This data is from Full USPTO retrosynthesis dataset with 1.9M reactions from patents (1976-2016). Given the product [N:11]1([CH2:10][CH2:9][O:8][C:7]2[CH:16]=[CH:17][C:4]([NH2:1])=[CH:5][CH:6]=2)[CH:15]=[CH:14][N:13]=[CH:12]1, predict the reactants needed to synthesize it. The reactants are: [N+:1]([C:4]1[CH:17]=[CH:16][C:7]([O:8][CH2:9][CH2:10][N:11]2[CH:15]=[CH:14][N:13]=[CH:12]2)=[CH:6][CH:5]=1)([O-])=O.[Cl-].[Ca+2].[Cl-].